Predict the product of the given reaction. From a dataset of Forward reaction prediction with 1.9M reactions from USPTO patents (1976-2016). Given the reactants [NH2:1][C:2]1[N:7]=[C:6]([N:8]2[CH2:22][CH2:21][C:11]3([CH2:15][NH:14][C@H:13]([C:16]([O:18]CC)=[O:17])[CH2:12]3)[CH2:10][CH2:9]2)[CH:5]=[C:4]([O:23][C@H:24]([C:29]2[CH:34]=[CH:33][C:32]([CH2:35][CH2:36][CH2:37][C:38]([O:40]C)=[O:39])=[CH:31][C:30]=2[N:42]2[CH:46]=[CH:45][C:44]([CH3:47])=[N:43]2)[C:25]([F:28])([F:27])[F:26])[N:3]=1.[Li+].[OH-], predict the reaction product. The product is: [NH2:1][C:2]1[N:7]=[C:6]([N:8]2[CH2:22][CH2:21][C:11]3([CH2:15][NH:14][C@H:13]([C:16]([OH:18])=[O:17])[CH2:12]3)[CH2:10][CH2:9]2)[CH:5]=[C:4]([O:23][C@H:24]([C:29]2[CH:34]=[CH:33][C:32]([CH2:35][CH2:36][CH2:37][C:38]([OH:40])=[O:39])=[CH:31][C:30]=2[N:42]2[CH:46]=[CH:45][C:44]([CH3:47])=[N:43]2)[C:25]([F:28])([F:27])[F:26])[N:3]=1.